Dataset: Forward reaction prediction with 1.9M reactions from USPTO patents (1976-2016). Task: Predict the product of the given reaction. The product is: [C:2]1([C:31]2[C:35](=[O:36])[N:34]([CH3:37])[C:33](=[O:38])[C:32]=2[CH2:39][C:40]2[C:48]3[C:43](=[CH:44][CH:45]=[CH:46][CH:47]=3)[N:42]([CH3:49])[CH:41]=2)[CH:7]=[CH:6][CH:5]=[CH:4][CH:3]=1. Given the reactants I[C:2]1[CH:7]=[CH:6][CH:5]=[CH:4][CH:3]=1.B1(B2OC(C)(C)C(C)(C)O2)OC(C)(C)C(C)(C)O1.B([O-])([O-])[O-].Br[C:31]1[C:35](=[O:36])[N:34]([CH3:37])[C:33](=[O:38])[C:32]=1[CH2:39][C:40]1[C:48]2[C:43](=[CH:44][CH:45]=[CH:46][CH:47]=2)[N:42]([CH3:49])[CH:41]=1, predict the reaction product.